Dataset: NCI-60 drug combinations with 297,098 pairs across 59 cell lines. Task: Regression. Given two drug SMILES strings and cell line genomic features, predict the synergy score measuring deviation from expected non-interaction effect. (1) Drug 1: CC1C(C(CC(O1)OC2CC(CC3=C2C(=C4C(=C3O)C(=O)C5=C(C4=O)C(=CC=C5)OC)O)(C(=O)CO)O)N)O.Cl. Drug 2: CC(C)NC(=O)C1=CC=C(C=C1)CNNC.Cl. Cell line: ACHN. Synergy scores: CSS=-0.231, Synergy_ZIP=0.716, Synergy_Bliss=3.73, Synergy_Loewe=1.32, Synergy_HSA=1.17. (2) Drug 1: CN(C)C1=NC(=NC(=N1)N(C)C)N(C)C. Drug 2: CC1=C(C(CCC1)(C)C)C=CC(=CC=CC(=CC(=O)O)C)C. Cell line: T-47D. Synergy scores: CSS=7.44, Synergy_ZIP=-2.63, Synergy_Bliss=0.413, Synergy_Loewe=-15.6, Synergy_HSA=-3.42. (3) Drug 1: CN1C(=O)N2C=NC(=C2N=N1)C(=O)N. Drug 2: CC1=C(C=C(C=C1)NC(=O)C2=CC=C(C=C2)CN3CCN(CC3)C)NC4=NC=CC(=N4)C5=CN=CC=C5. Cell line: MALME-3M. Synergy scores: CSS=5.11, Synergy_ZIP=2.38, Synergy_Bliss=4.34, Synergy_Loewe=2.62, Synergy_HSA=0.272. (4) Drug 1: CC1C(C(CC(O1)OC2CC(OC(C2O)C)OC3=CC4=CC5=C(C(=O)C(C(C5)C(C(=O)C(C(C)O)O)OC)OC6CC(C(C(O6)C)O)OC7CC(C(C(O7)C)O)OC8CC(C(C(O8)C)O)(C)O)C(=C4C(=C3C)O)O)O)O. Drug 2: C(=O)(N)NO. Cell line: SK-MEL-5. Synergy scores: CSS=63.3, Synergy_ZIP=0.572, Synergy_Bliss=0.521, Synergy_Loewe=-41.5, Synergy_HSA=0.172. (5) Drug 1: C1=C(C(=O)NC(=O)N1)F. Drug 2: CC1CCC2CC(C(=CC=CC=CC(CC(C(=O)C(C(C(=CC(C(=O)CC(OC(=O)C3CCCCN3C(=O)C(=O)C1(O2)O)C(C)CC4CCC(C(C4)OC)OCCO)C)C)O)OC)C)C)C)OC. Cell line: MDA-MB-435. Synergy scores: CSS=30.9, Synergy_ZIP=1.42, Synergy_Bliss=2.51, Synergy_Loewe=5.24, Synergy_HSA=5.84. (6) Drug 1: CNC(=O)C1=CC=CC=C1SC2=CC3=C(C=C2)C(=NN3)C=CC4=CC=CC=N4. Drug 2: CC(C)(C#N)C1=CC(=CC(=C1)CN2C=NC=N2)C(C)(C)C#N. Cell line: SK-MEL-5. Synergy scores: CSS=-6.08, Synergy_ZIP=2.68, Synergy_Bliss=-1.60, Synergy_Loewe=-7.60, Synergy_HSA=-8.11. (7) Drug 1: C1=NC2=C(N=C(N=C2N1C3C(C(C(O3)CO)O)O)F)N. Drug 2: CCC1(CC2CC(C3=C(CCN(C2)C1)C4=CC=CC=C4N3)(C5=C(C=C6C(=C5)C78CCN9C7C(C=CC9)(C(C(C8N6C)(C(=O)OC)O)OC(=O)C)CC)OC)C(=O)OC)O.OS(=O)(=O)O. Cell line: NCI-H226. Synergy scores: CSS=-7.90, Synergy_ZIP=5.72, Synergy_Bliss=-1.45, Synergy_Loewe=-13.1, Synergy_HSA=-13.4.